Dataset: Reaction yield outcomes from USPTO patents with 853,638 reactions. Task: Predict the reaction yield, written as a fraction of the theoretical maximum amount of product (1.0 means a 100% yield; for example, 0.34 means a 34% yield). (1) The reactants are [F:1][C:2]1[CH:7]=[C:6]([OH:8])[C:5](=[O:9])[N:4]([CH3:10])[C:3]=1[C:11]#[N:12].N1C=CC=CC=1.[S:19](O[S:19]([C:22]([F:25])([F:24])[F:23])(=[O:21])=[O:20])([C:22]([F:25])([F:24])[F:23])(=[O:21])=[O:20]. The catalyst is ClCCl. The product is [C:11]([C:3]1[N:4]([CH3:10])[C:5](=[O:9])[C:6]([O:8][S:19]([C:22]([F:25])([F:24])[F:23])(=[O:21])=[O:20])=[CH:7][C:2]=1[F:1])#[N:12]. The yield is 0.800. (2) The reactants are [NH2:1][C:2]1[CH:24]=[CH:23][C:5]([CH2:6][C:7]2[N:17]([CH2:18][C:19]([CH3:22])([CH3:21])[CH3:20])[C:10]3[N:11]=[C:12]([C:15]#[N:16])[N:13]=[CH:14][C:9]=3[CH:8]=2)=[CH:4][CH:3]=1.[C:25]1(=[O:31])[O:30][C:28](=[O:29])[CH2:27][CH2:26]1. The catalyst is C1COCC1. The product is [C:15]([C:12]1[N:13]=[CH:14][C:9]2[CH:8]=[C:7]([CH2:6][C:5]3[CH:4]=[CH:3][C:2]([NH:1][C:25](=[O:31])[CH2:26][CH2:27][C:28]([OH:30])=[O:29])=[CH:24][CH:23]=3)[N:17]([CH2:18][C:19]([CH3:21])([CH3:20])[CH3:22])[C:10]=2[N:11]=1)#[N:16]. The yield is 1.00. (3) The reactants are [CH3:1][O:2][C:3]1[CH:4]=[C:5]([CH2:11][CH2:12][N:13]2[C:18](=[O:19])[C:17]3[CH:20]=[C:21]([CH2:23][CH3:24])[S:22][C:16]=3[NH:15][C:14]2=[O:25])[CH:6]=[CH:7][C:8]=1[O:9][CH3:10].Br[CH2:27][C:28]1[CH:33]=[CH:32][C:31]([C:34]2[CH:39]=[CH:38][CH:37]=[CH:36][C:35]=2[C:40]2[N:44]=[C:43](C(Cl)(Cl)Cl)[O:42][N:41]=2)=[CH:30][CH:29]=1.C(=O)([O-])[O-:50].[K+].[K+].CN(C)C=O. The catalyst is C(OCC)(=O)C. The product is [CH3:1][O:2][C:3]1[CH:4]=[C:5]([CH2:11][CH2:12][N:13]2[C:18](=[O:19])[C:17]3[CH:20]=[C:21]([CH2:23][CH3:24])[S:22][C:16]=3[N:15]([CH2:27][C:28]3[CH:33]=[CH:32][C:31]([C:34]4[CH:39]=[CH:38][CH:37]=[CH:36][C:35]=4[C:40]4[NH:44][C:43](=[O:50])[O:42][N:41]=4)=[CH:30][CH:29]=3)[C:14]2=[O:25])[CH:6]=[CH:7][C:8]=1[O:9][CH3:10]. The yield is 0.560. (4) The reactants are [CH:1]1([CH:7]([NH:21][C:22]2[CH:30]=[CH:29][C:25]([C:26](O)=[O:27])=[CH:24][CH:23]=2)[C:8]2[O:9][C:10]3[CH:17]=[CH:16][C:15]([N+:18]([O-:20])=[O:19])=[CH:14][C:11]=3[C:12]=2[CH3:13])[CH2:6][CH2:5][CH2:4][CH2:3][CH2:2]1.[CH3:31][NH:32][CH2:33][CH2:34][C:35]([O:37][CH2:38][CH3:39])=[O:36].O.ON1C2C=CC=CC=2N=N1.Cl.C(N=C=NCCCN(C)C)C.Cl. The catalyst is CN(C)C=O.C(N(CC)CC)C. The product is [CH:1]1([CH:7]([NH:21][C:22]2[CH:23]=[CH:24][C:25]([C:26]([N:32]([CH3:31])[CH2:33][CH2:34][C:35]([O:37][CH2:38][CH3:39])=[O:36])=[O:27])=[CH:29][CH:30]=2)[C:8]2[O:9][C:10]3[CH:17]=[CH:16][C:15]([N+:18]([O-:20])=[O:19])=[CH:14][C:11]=3[C:12]=2[CH3:13])[CH2:2][CH2:3][CH2:4][CH2:5][CH2:6]1. The yield is 0.720. (5) The reactants are [CH2:1]([C:3]1[C:8](=[O:9])[N:7]2[N:10]=[CH:11][C:12]([C:13]3[CH:14]=[N:15][NH:16][CH:17]=3)=[C:6]2[NH:5][C:4]=1[CH3:18])[CH3:2].Cl[C:20]1[N:25]=[CH:24][CH:23]=[CH:22][N:21]=1.CN(C)CCN.C([O-])([O-])=O.[Cs+].[Cs+]. The catalyst is O1CCOCC1.[Cu]I. The product is [CH2:1]([C:3]1[C:8](=[O:9])[N:7]2[N:10]=[CH:11][C:12]([C:13]3[CH:14]=[N:15][N:16]([C:20]4[N:25]=[CH:24][CH:23]=[CH:22][N:21]=4)[CH:17]=3)=[C:6]2[NH:5][C:4]=1[CH3:18])[CH3:2]. The yield is 0.200. (6) The reactants are [F:1][C:2]1[CH:10]=[CH:9][C:5]([C:6]([OH:8])=O)=[CH:4][CH:3]=1.C(C1NC=CN=1)(C1NC=CN=1)=O.[NH:23]1[C:27]2[CH:28]=[CH:29][CH:30]=[CH:31][C:26]=2[N:25]=[C:24]1[C:32]1[CH:41]=[CH:40][C:35](/[C:36](=[N:38]/O)/[NH2:37])=[CH:34][CH:33]=1. The catalyst is CN(C=O)C. The product is [NH:23]1[C:27]2[CH:28]=[CH:29][CH:30]=[CH:31][C:26]=2[N:25]=[C:24]1[C:32]1[CH:41]=[CH:40][C:35]([C:36]2[N:37]=[C:6]([C:5]3[CH:4]=[CH:3][C:2]([F:1])=[CH:10][CH:9]=3)[O:8][N:38]=2)=[CH:34][CH:33]=1. The yield is 0.530. (7) The reactants are [OH:1][C:2]1[CH:13]=[CH:12][C:5]2[CH2:6][CH2:7][CH2:8][CH2:9][C:10](=[O:11])[C:4]=2[CH:3]=1.[CH2:14](Br)[C:15]1[CH:20]=[CH:19][CH:18]=[CH:17][CH:16]=1.C(=O)([O-])[O-].[K+].[K+].O. The catalyst is CN(C=O)C. The product is [CH2:14]([O:1][C:2]1[CH:13]=[CH:12][C:5]2[CH2:6][CH2:7][CH2:8][CH2:9][C:10](=[O:11])[C:4]=2[CH:3]=1)[C:15]1[CH:20]=[CH:19][CH:18]=[CH:17][CH:16]=1. The yield is 0.980.